The task is: Predict the reactants needed to synthesize the given product.. This data is from Full USPTO retrosynthesis dataset with 1.9M reactions from patents (1976-2016). Given the product [F:10][C:9]([F:12])([F:11])[C:4]1[CH:5]=[CH:6][CH:7]=[CH:8][C:3]=1[CH2:2][C:13]#[N:14], predict the reactants needed to synthesize it. The reactants are: Br[CH2:2][C:3]1[CH:8]=[CH:7][CH:6]=[CH:5][C:4]=1[C:9]([F:12])([F:11])[F:10].[C-:13]#[N:14].[Na+].C(OC(=O)C)C.